This data is from Forward reaction prediction with 1.9M reactions from USPTO patents (1976-2016). The task is: Predict the product of the given reaction. (1) Given the reactants [C:1]1([N:7]2[CH2:12][CH2:11][N:10]([C:13](=[C:15]([C:18]#[N:19])[C:16]#[N:17])[CH3:14])[CH2:9][CH2:8]2)[CH:6]=[CH:5][CH:4]=[CH:3][CH:2]=1.CO[C:22](OC)([N:24]([CH3:26])[CH3:25])[CH3:23], predict the reaction product. The product is: [CH3:25][N:24]([CH3:26])/[C:22](/[CH3:23])=[CH:14]/[C:13](=[C:15]([C:18]#[N:19])[C:16]#[N:17])[N:10]1[CH2:9][CH2:8][N:7]([C:1]2[CH:6]=[CH:5][CH:4]=[CH:3][CH:2]=2)[CH2:12][CH2:11]1. (2) Given the reactants [H-].[Na+].[N:3]1([CH2:8][CH2:9][CH2:10][CH2:11][C:12]2[CH:17]=[CH:16][C:15]([OH:18])=[CH:14][CH:13]=2)[CH:7]=[CH:6][N:5]=[N:4]1.Cl[CH2:20][C:21]1[N:22]=[C:23]([C:26]2[NH:27][C:28]3[C:33]([CH:34]=2)=[CH:32][C:31]([O:35][C:36]([F:39])([F:38])[F:37])=[CH:30][CH:29]=3)[O:24][CH:25]=1, predict the reaction product. The product is: [N:3]1([CH2:8][CH2:9][CH2:10][CH2:11][C:12]2[CH:13]=[CH:14][C:15]([O:18][CH2:20][C:21]3[N:22]=[C:23]([C:26]4[NH:27][C:28]5[C:33]([CH:34]=4)=[CH:32][C:31]([O:35][C:36]([F:39])([F:37])[F:38])=[CH:30][CH:29]=5)[O:24][CH:25]=3)=[CH:16][CH:17]=2)[CH:7]=[CH:6][N:5]=[N:4]1. (3) Given the reactants [S:1]1[CH2:5][CH2:4][CH2:3][CH2:2]1.[CH3:6][O:7][Si:8]([CH2:13][CH2:14][CH2:15][I:16])([O:11][CH3:12])[O:9][CH3:10], predict the reaction product. The product is: [I-:16].[CH3:6][O:7][Si:8]([CH2:13][CH2:14][CH2:15][CH:2]1[CH2:3][CH2:4][CH2:5][S:1]1)([O:11][CH3:12])[O:9][CH3:10].